This data is from Catalyst prediction with 721,799 reactions and 888 catalyst types from USPTO. The task is: Predict which catalyst facilitates the given reaction. (1) Reactant: [Br:1][C:2]1[N:3]=[C:4]([NH:9][CH2:10][C:11]2[C:16]([F:17])=[CH:15][CH:14]=[C:13]([F:18])[C:12]=2[Cl:19])[C:5]([NH2:8])=[N:6][CH:7]=1.C(N(C(C)C)CC)C.[C:28]([O:32][CH2:33][CH3:34])(=[O:31])[CH:29]=[O:30].O. Product: [Br:1][C:2]1[N:3]=[C:4]([NH:9][CH2:10][C:11]2[C:16]([F:17])=[CH:15][CH:14]=[C:13]([F:18])[C:12]=2[Cl:19])[C:5]([NH:8][C:29](=[O:30])[C:28]([O:32][CH2:33][CH3:34])=[O:31])=[N:6][CH:7]=1. The catalyst class is: 2. (2) Reactant: C([O:8][C:9]([C:11]1[CH:12]=[CH:13][C:14](OCCNC(C2C=CC3N=C(C(C4NC5CCNCC=5N=4)C)N(C)C=3C=2)=O)=[C:15]([CH:19]=1)C(O)=O)=[O:10])C1C=CC=CC=1.[BrH:47]. Product: [BrH:47].[C:9]([OH:10])(=[O:8])[C:11]1[CH:12]=[CH:13][CH:14]=[CH:15][CH:19]=1. The catalyst class is: 15. (3) Reactant: [C:1]([O:4][CH2:5][C:6](Cl)=[O:7])(=[O:3])[CH3:2].[Br:9][C:10]1[CH:11]=[C:12]([C:24]([CH3:27])([CH3:26])[CH3:25])[C:13]([O:22][CH3:23])=[C:14]([N:16]2[CH2:21][CH2:20][NH:19][CH2:18][CH2:17]2)[CH:15]=1.C(N(CC)CC)C. Product: [C:1]([O:4][CH2:5][C:6]([N:19]1[CH2:18][CH2:17][N:16]([C:14]2[CH:15]=[C:10]([Br:9])[CH:11]=[C:12]([C:24]([CH3:25])([CH3:27])[CH3:26])[C:13]=2[O:22][CH3:23])[CH2:21][CH2:20]1)=[O:7])(=[O:3])[CH3:2]. The catalyst class is: 2.